Predict the reaction yield, written as a fraction of the theoretical maximum amount of product (1.0 means a 100% yield; for example, 0.34 means a 34% yield). From a dataset of Reaction yield outcomes from USPTO patents with 853,638 reactions. (1) The reactants are [F:1][C:2]1[CH:3]=[C:4]([C:29]2[C:30]([C:35]#[N:36])=[CH:31][CH:32]=[CH:33][CH:34]=2)[CH:5]=[CH:6][C:7]=1[CH2:8][C:9]1[C:10](=[O:28])[N:11]([C@H:21]2[CH2:26][CH2:25][C@H:24]([OH:27])[CH2:23][CH2:22]2)[C:12]2[N:13]([N:18]=[CH:19][N:20]=2)[C:14]=1[CH2:15][CH2:16][CH3:17].[CH2:37]([O:39][C:40](=[O:46])[C:41](=[N+]=[N-])[CH2:42][CH3:43])[CH3:38]. The catalyst is C1(C)C=CC=CC=1.C([O-])(=O)C.[Rh+2].C([O-])(=O)C. The product is [C:35]([C:30]1[CH:31]=[CH:32][CH:33]=[CH:34][C:29]=1[C:4]1[CH:5]=[CH:6][C:7]([CH2:8][C:9]2[C:10](=[O:28])[N:11]([C@H:21]3[CH2:26][CH2:25][C@H:24]([O:27][CH:41]([CH2:42][CH3:43])[C:40]([O:39][CH2:37][CH3:38])=[O:46])[CH2:23][CH2:22]3)[C:12]3[N:13]([N:18]=[CH:19][N:20]=3)[C:14]=2[CH2:15][CH2:16][CH3:17])=[C:2]([F:1])[CH:3]=1)#[N:36]. The yield is 0.560. (2) The yield is 0.130. The reactants are [Br:1][C:2]1[C:3]([O:12][CH3:13])=[C:4]([O:10][CH3:11])[CH:5]=[C:6]([CH:9]=1)[CH:7]=O.[C:14](#[N:18])[CH2:15][C:16]#[N:17].N1CCCCC1.[OH:25][C:26]1[CH:27]=[CH:28][CH:29]=[C:30]2[C:34]=1[NH:33][CH:32]=[CH:31]2. The product is [NH2:17][C:16]1[O:25][CH:26]2[C:34]3[C:30](=[CH:29][CH:28]=[C:27]2[CH:7]([C:6]2[CH:5]=[C:4]([O:10][CH3:11])[C:3]([O:12][CH3:13])=[C:2]([Br:1])[CH:9]=2)[C:15]=1[C:14]#[N:18])[CH:31]=[CH:32][N:33]=3. The catalyst is C(O)C. (3) The reactants are Br[C:2]1[CH:3]=[C:4]([CH3:9])[CH:5]=[C:6]([CH3:8])[CH:7]=1.[CH2:10]([NH2:16])[CH2:11][CH2:12][CH2:13][CH2:14][CH3:15]. No catalyst specified. The product is [CH2:10]([NH:16][C:2]1[CH:3]=[C:4]([CH3:9])[CH:5]=[C:6]([CH3:8])[CH:7]=1)[CH2:11][CH2:12][CH2:13][CH2:14][CH3:15]. The yield is 0.900. (4) The yield is 0.850. The catalyst is C(O)C. The product is [CH3:20][C:16]1([CH3:19])[O:17][CH2:18][C:12]2=[C:11]([N:21]([CH3:22])[CH3:23])[N:10]=[C:9]3[O:8][C:7]4[C:24](=[O:26])[NH:29][CH:4]=[N:5][C:6]=4[C:14]3=[C:13]2[CH2:15]1. The reactants are C(O/[CH:4]=[N:5]/[C:6]1[C:14]2[C:9](=[N:10][C:11]([N:21]([CH3:23])[CH3:22])=[C:12]3[CH2:18][O:17][C:16]([CH3:20])([CH3:19])[CH2:15][C:13]3=2)[O:8][C:7]=1[C:24]([O:26]CC)=O)C.[NH3:29]. (5) The product is [NH2:1][C:2]1[C:3]([C:8]([O:10][CH3:12])=[O:9])=[N:4][CH:5]=[CH:6][CH:7]=1. No catalyst specified. The yield is 0.410. The reactants are [NH2:1][C:2]1[C:3]([C:8]([OH:10])=[O:9])=[N:4][CH:5]=[CH:6][CH:7]=1.Cl.[CH3:12]O. (6) The reactants are [Cl:1][C:2]1[CH:3]=[C:4]2[C:8](=[CH:9][CH:10]=1)[NH:7][CH:6]=[C:5]2[CH2:11][CH2:12][NH:13][C:14](=[O:22])[C:15]1[CH:20]=[CH:19][CH:18]=[C:17](I)[CH:16]=1.[C:23]([C:25]1[CH:30]=[CH:29][CH:28]=[CH:27][C:26]=1B(O)O)#[N:24].C(=O)([O-])[O-].[Na+].[Na+]. The catalyst is C(COC)OC.O.C1C=CC([P]([Pd]([P](C2C=CC=CC=2)(C2C=CC=CC=2)C2C=CC=CC=2)([P](C2C=CC=CC=2)(C2C=CC=CC=2)C2C=CC=CC=2)[P](C2C=CC=CC=2)(C2C=CC=CC=2)C2C=CC=CC=2)(C2C=CC=CC=2)C2C=CC=CC=2)=CC=1. The product is [Cl:1][C:2]1[CH:3]=[C:4]2[C:8](=[CH:9][CH:10]=1)[NH:7][CH:6]=[C:5]2[CH2:11][CH2:12][NH:13][C:14]([C:15]1[CH:16]=[C:17]([C:26]2[CH:27]=[CH:28][CH:29]=[CH:30][C:25]=2[C:23]#[N:24])[CH:18]=[CH:19][CH:20]=1)=[O:22]. The yield is 0.460. (7) The reactants are [C:1]([O:5][C:6](=[O:25])[N:7]([CH2:9][C:10]1[CH:14]=[C:13](Br)[N:12]([S:16]([C:19]2[CH:20]=[N:21][CH:22]=[CH:23][CH:24]=2)(=[O:18])=[O:17])[CH:11]=1)[CH3:8])([CH3:4])([CH3:3])[CH3:2].[CH3:26][C:27]1[CH:32]=[CH:31][CH:30]=[CH:29][C:28]=1B(O)O.C(=O)([O-])[O-].[Na+].[Na+]. The catalyst is COCCOC.O.C1C=CC([P]([Pd]([P](C2C=CC=CC=2)(C2C=CC=CC=2)C2C=CC=CC=2)([P](C2C=CC=CC=2)(C2C=CC=CC=2)C2C=CC=CC=2)[P](C2C=CC=CC=2)(C2C=CC=CC=2)C2C=CC=CC=2)(C2C=CC=CC=2)C2C=CC=CC=2)=CC=1. The product is [CH3:8][N:7]([CH2:9][C:10]1[CH:14]=[C:13]([C:28]2[CH:29]=[CH:30][CH:31]=[CH:32][C:27]=2[CH3:26])[N:12]([S:16]([C:19]2[CH:20]=[N:21][CH:22]=[CH:23][CH:24]=2)(=[O:18])=[O:17])[CH:11]=1)[C:6](=[O:25])[O:5][C:1]([CH3:4])([CH3:3])[CH3:2]. The yield is 0.680.